Task: Predict the product of the given reaction.. Dataset: Forward reaction prediction with 1.9M reactions from USPTO patents (1976-2016) (1) Given the reactants [F:1][C:2]([F:21])([F:20])[C:3]1[CH:8]=[C:7]([C:9]([F:12])([F:11])[F:10])[CH:6]=[CH:5][C:4]=1[C:13]1[N:14]=[N:15][C:16]([CH3:19])=[CH:17][CH:18]=1.[Cl:22]N1C(=O)N(Cl)C(=O)N(Cl)C1=O, predict the reaction product. The product is: [F:21][C:2]([F:1])([F:20])[C:3]1[CH:8]=[C:7]([C:9]([F:12])([F:10])[F:11])[CH:6]=[CH:5][C:4]=1[C:13]1[N:14]=[N:15][C:16]([CH2:19][Cl:22])=[CH:17][CH:18]=1. (2) Given the reactants [O:1]=[S:2]1(=[O:22])[CH2:7][CH2:6][CH2:5][CH2:4][N:3]1[C:8]1[N:17]=[C:16]([C:18](O)=[O:19])[C:15]([OH:21])=[C:14]2[C:9]=1[CH:10]=[CH:11][CH:12]=[N:13]2.Cl.CN(C)CCCN=C=NCC.ON1C2N=CC=CC=2N=N1.[Cl-].[F:46][C:47]1[CH:52]=[CH:51][C:50]([CH2:53][NH3+:54])=[C:49]([C:55]([NH:57][CH:58]([CH3:60])[CH3:59])=[O:56])[CH:48]=1.C(N(CC)CC)C.[OH-].[Na+], predict the reaction product. The product is: [O:1]=[S:2]1(=[O:22])[CH2:7][CH2:6][CH2:5][CH2:4][N:3]1[C:8]1[N:17]=[C:16]([C:18]([NH:54][CH2:53][C:50]2[CH:51]=[CH:52][C:47]([F:46])=[CH:48][C:49]=2[C:55]([NH:57][CH:58]([CH3:60])[CH3:59])=[O:56])=[O:19])[C:15]([OH:21])=[C:14]2[C:9]=1[CH:10]=[CH:11][CH:12]=[N:13]2. (3) Given the reactants O.[OH-].[Ba+2].[OH-].O.[CH3:6][C:7](=[O:14])[CH2:8][CH2:9][CH2:10][CH2:11][CH2:12][CH3:13].[CH2:15](O)[C:16]1[CH:21]=[CH:20][CH:19]=[CH:18][CH:17]=1, predict the reaction product. The product is: [C:16]1([CH2:15][CH2:6][C:7](=[O:14])[CH2:8][CH2:9][CH2:10][CH2:11][CH2:12][CH3:13])[CH:21]=[CH:20][CH:19]=[CH:18][CH:17]=1.